This data is from Reaction yield outcomes from USPTO patents with 853,638 reactions. The task is: Predict the reaction yield, written as a fraction of the theoretical maximum amount of product (1.0 means a 100% yield; for example, 0.34 means a 34% yield). (1) The reactants are [F:1][C:2]1[CH:37]=[C:36]([F:38])[CH:35]=[CH:34][C:3]=1[CH2:4][N:5]([CH2:26][CH2:27][CH2:28][CH2:29][CH2:30][CH2:31][CH2:32][CH3:33])[C:6](=[O:25])[CH2:7][O:8][C:9]1[CH:14]=[CH:13][C:12]([CH2:15][C@H:16]([O:22][CH2:23][CH3:24])[C:17]([O:19]CC)=[O:18])=[CH:11][CH:10]=1.[Li+].[OH-]. The catalyst is C1COCC1. The product is [F:1][C:2]1[CH:37]=[C:36]([F:38])[CH:35]=[CH:34][C:3]=1[CH2:4][N:5]([CH2:26][CH2:27][CH2:28][CH2:29][CH2:30][CH2:31][CH2:32][CH3:33])[C:6](=[O:25])[CH2:7][O:8][C:9]1[CH:14]=[CH:13][C:12]([CH2:15][C@H:16]([O:22][CH2:23][CH3:24])[C:17]([OH:19])=[O:18])=[CH:11][CH:10]=1. The yield is 0.980. (2) The reactants are [CH3:1][O:2][C:3]1[CH:12]=[CH:11][C:10]2[C:5](=[CH:6][CH:7]=[C:8]([C:13]3[CH:18]=[CH:17][C:16]([O:19][CH3:20])=[CH:15][CH:14]=3)[CH:9]=2)[C:4]=1Br.[CH2:22]([Li])CCC.CN(CCN(C)C)C.IC. The catalyst is C1COCC1.O. The product is [CH3:1][O:2][C:3]1[CH:12]=[CH:11][C:10]2[C:5](=[CH:6][CH:7]=[C:8]([C:13]3[CH:18]=[CH:17][C:16]([O:19][CH3:20])=[CH:15][CH:14]=3)[CH:9]=2)[C:4]=1[CH3:22]. The yield is 0.880. (3) The reactants are [Br:1][C:2]1[C:3]([F:15])=[C:4]([C:8]([CH3:14])=[C:9]([N+:11]([O-:13])=[O:12])[CH:10]=1)[C:5]([OH:7])=[O:6].[C:16]([O-])([O-])=O.[K+].[K+].IC. The catalyst is CN(C)C=O.O. The product is [Br:1][C:2]1[C:3]([F:15])=[C:4]([C:8]([CH3:14])=[C:9]([N+:11]([O-:13])=[O:12])[CH:10]=1)[C:5]([O:7][CH3:16])=[O:6]. The yield is 0.890. (4) The reactants are O[C:2]1[CH:3]=[C:4]([CH:7]=[C:8]([O:12][CH3:13])[C:9]=1[O:10][CH3:11])[CH:5]=[O:6].[C:14]([O-:17])([O-])=O.[Cs+].[Cs+].Br[CH2:21]C.O. The catalyst is CN(C=O)C. The product is [CH2:13]([O:12][C:8]1[CH:7]=[C:4]([CH:3]=[C:2]([O:17][CH3:14])[C:9]=1[O:10][CH3:11])[CH:5]=[O:6])[CH3:21]. The yield is 0.720.